Dataset: Full USPTO retrosynthesis dataset with 1.9M reactions from patents (1976-2016). Task: Predict the reactants needed to synthesize the given product. Given the product [C:1]([C:4]1[C:22](=[O:23])[C@@:8]2([CH3:24])[C:9]3[C:15]([OH:16])=[CH:14][C:13]([O:17][CH3:18])=[C:12]([C:19]([NH:21][CH2:40][C:29]4[C:30]5[C:35](=[CH:34][CH:33]=[C:32]([CH3:39])[CH:31]=5)[C:36]([F:38])=[CH:37][C:28]=4[CH2:26][CH3:27])=[O:20])[C:10]=3[O:11][C:7]2=[CH:6][C:5]=1[OH:25])(=[O:3])[CH3:2], predict the reactants needed to synthesize it. The reactants are: [C:1]([C:4]1[C:22](=[O:23])[C@@:8]2([CH3:24])[C:9]3[C:15]([OH:16])=[CH:14][C:13]([O:17][CH3:18])=[C:12]([C:19]([NH2:21])=[O:20])[C:10]=3[O:11][C:7]2=[CH:6][C:5]=1[OH:25])(=[O:3])[CH3:2].[CH2:26]([C:28]1[CH:37]=[C:36]([F:38])[C:35]2[C:30](=[CH:31][C:32]([CH3:39])=[CH:33][CH:34]=2)[C:29]=1[CH:40]=O)[CH3:27].C([SiH](CC)CC)C.FC(F)(F)C(O)=O.